Predict which catalyst facilitates the given reaction. From a dataset of Catalyst prediction with 721,799 reactions and 888 catalyst types from USPTO. (1) Reactant: [NH2:1][C:2]1[C:10]([Cl:11])=[C:9]([O:12][CH3:13])[CH:8]=[CH:7][C:3]=1[C:4]([OH:6])=[O:5].[C:14]([O-])([O-])=O.[K+].[K+].CI.C(O)(=O)CC(CC(O)=O)(C(O)=O)O. Product: [CH3:14][O:5][C:4](=[O:6])[C:3]1[CH:7]=[CH:8][C:9]([O:12][CH3:13])=[C:10]([Cl:11])[C:2]=1[NH2:1]. The catalyst class is: 3. (2) Reactant: [CH3:1][C:2]1[N:3]=[C:4]([OH:21])[C:5]2[CH2:11][CH:10]([CH3:12])[N:9](C(C3C=CC=CC=3)C)[CH2:8][C:6]=2[N:7]=1.C([O-])=O.[NH4+].[CH3:38][C:37]([O:36][C:34](O[C:34]([O:36][C:37]([CH3:40])([CH3:39])[CH3:38])=[O:35])=[O:35])([CH3:40])[CH3:39]. Product: [OH:21][C:4]1[C:5]2[CH2:11][CH:10]([CH3:12])[N:9]([C:34]([O:36][C:37]([CH3:38])([CH3:39])[CH3:40])=[O:35])[CH2:8][C:6]=2[N:7]=[C:2]([CH3:1])[N:3]=1. The catalyst class is: 403. (3) Reactant: [NH2:1][C:2]1[S:3][CH:4]=[C:5]([CH2:7][O:8]/[N:9]=[C:10](/[C:16]2[CH:21]=[CH:20][CH:19]=[CH:18][CH:17]=2)\[C:11](=[NH:15])[N:12]([OH:14])[CH3:13])[N:6]=1.C(N(CC)CC)C.Cl[C:30](OC1C=CC(F)=CC=1)=[O:31]. Product: [NH2:1][C:2]1[S:3][CH:4]=[C:5]([CH2:7][O:8]/[N:9]=[C:10](/[C:16]2[CH:21]=[CH:20][CH:19]=[CH:18][CH:17]=2)\[C:11]2[N:12]([CH3:13])[O:14][C:30](=[O:31])[N:15]=2)[N:6]=1. The catalyst class is: 3. (4) Reactant: [N:1]([C@@H:4]1[CH2:9][CH2:8][CH2:7][CH2:6][C@H:5]1[CH2:10][C:11]1[NH:12][C:13](=[O:23])[C:14]2[NH:19][N:18]=[C:17]([CH:20]([CH3:22])[CH3:21])[C:15]=2[N:16]=1)=[N+]=[N-].Cl.[H][H]. Product: [NH2:1][C@@H:4]1[CH2:9][CH2:8][CH2:7][CH2:6][C@H:5]1[CH2:10][C:11]1[NH:12][C:13](=[O:23])[C:14]2[NH:19][N:18]=[C:17]([CH:20]([CH3:21])[CH3:22])[C:15]=2[N:16]=1. The catalyst class is: 29. (5) Reactant: [H-].[H-].[H-].[H-].[Li+].[Al+3].[CH2:7]([O:14][C:15]([NH:17][C:18]1[CH:23]=[CH:22][C:21](/[CH:24]=[CH:25]/[C:26](OC)=[O:27])=[C:20]([F:30])[CH:19]=1)=[O:16])[C:8]1[CH:13]=[CH:12][CH:11]=[CH:10][CH:9]=1. Product: [F:30][C:20]1[CH:19]=[C:18]([NH:17][C:15](=[O:16])[O:14][CH2:7][C:8]2[CH:13]=[CH:12][CH:11]=[CH:10][CH:9]=2)[CH:23]=[CH:22][C:21]=1/[CH:24]=[CH:25]/[CH2:26][OH:27]. The catalyst class is: 1. (6) Reactant: O=[C:2]([CH3:9])[CH2:3][C:4]([O:6]CC)=O.Cl.[C:11](=[NH:14])([NH2:13])[CH3:12].C([O-])C.[Na+].O. Product: [CH3:12][C:11]1[N:14]=[C:4]([OH:6])[CH:3]=[C:2]([CH3:9])[N:13]=1. The catalyst class is: 8.